Dataset: Forward reaction prediction with 1.9M reactions from USPTO patents (1976-2016). Task: Predict the product of the given reaction. (1) Given the reactants [CH:1](=[C:8]1[CH2:13][CH2:12][CH2:11][CH2:10][C:9]1=[O:14])[C:2]1[CH:7]=[CH:6][CH:5]=[CH:4][CH:3]=1.C1(OC2C=CC=CC=2)C=CC=CC=1, predict the reaction product. The product is: [CH2:1]([C:8]1[CH:13]=[CH:12][CH:11]=[CH:10][C:9]=1[OH:14])[C:2]1[CH:3]=[CH:4][CH:5]=[CH:6][CH:7]=1. (2) The product is: [N:14]1[C:15]2[C:16](=[N:17][CH:18]=[CH:19][CH:20]=2)[N:12]([CH:10]([CH3:11])[CH2:9][CH2:8][CH2:7][OH:6])[CH:13]=1. Given the reactants C([Si](C)(C)[O:6][CH2:7][CH2:8][CH2:9][CH:10]([N:12]1[C:16]2=[N:17][CH:18]=[CH:19][CH:20]=[C:15]2[N:14]=[CH:13]1)[CH3:11])(C)(C)C.[F-].C([N+](CCCC)(CCCC)CCCC)CCC, predict the reaction product. (3) Given the reactants [C:1]([O:5][C:6](=[O:47])[NH:7][CH2:8][CH:9]1[CH2:12][N:11]([CH2:13][C:14]2[CH:19]=[CH:18][N:17]=[C:16]3[N:20]([S:37]([C:40]4[CH:45]=[CH:44][C:43]([CH3:46])=[CH:42][CH:41]=4)(=[O:39])=[O:38])[C:21]([C:23]4[C:31]5[C:26](=[CH:27][C:28]([O:34][CH3:35])=[C:29]([O:32][CH3:33])[CH:30]=5)[N:25]([CH3:36])[CH:24]=4)=[CH:22][C:15]=23)[CH2:10]1)([CH3:4])([CH3:3])[CH3:2].[OH-].[K+], predict the reaction product. The product is: [C:1]([O:5][C:6](=[O:47])[NH:7][CH2:8][CH:9]1[CH2:12][N:11]([CH2:13][C:14]2[CH:19]=[CH:18][N:17]=[C:16]3[NH:20][C:21]([C:23]4[C:31]5[C:26](=[CH:27][C:28]([O:34][CH3:35])=[C:29]([O:32][CH3:33])[CH:30]=5)[N:25]([CH3:36])[CH:24]=4)=[CH:22][C:15]=23)[CH2:10]1)([CH3:3])([CH3:4])[CH3:2].[C:1]([O:5][C:6](=[O:47])[NH:7][CH2:8][CH:9]1[CH2:10][N:11]([CH2:13][C:14]2[CH:19]=[CH:18][N:17]=[C:16]3[N:20]([S:37]([C:40]4[CH:45]=[CH:44][C:43]([CH3:46])=[CH:42][CH:41]=4)(=[O:39])=[O:38])[C:21]([C:23]4[C:31]5[C:26](=[CH:27][C:28]([O:34][CH3:35])=[C:29]([O:32][CH3:33])[CH:30]=5)[N:25]([CH3:36])[CH:24]=4)=[CH:22][C:15]=23)[CH2:12]1)([CH3:4])([CH3:3])[CH3:2]. (4) The product is: [O:23]=[C:7]([CH3:1])[CH2:8][CH2:9][CH:10]1[CH2:11][CH2:12][N:13]([C:16]([O:18][C:19]([CH3:20])([CH3:21])[CH3:22])=[O:17])[CH2:14][CH2:15]1. Given the reactants [CH3:1][Mg]Br.CON(C)[C:7](=[O:23])[CH2:8][CH2:9][CH:10]1[CH2:15][CH2:14][N:13]([C:16]([O:18][C:19]([CH3:22])([CH3:21])[CH3:20])=[O:17])[CH2:12][CH2:11]1.[Cl-].[NH4+], predict the reaction product. (5) Given the reactants [C:1]1([N:7]([C:9]2[CH:18]=[CH:17][C:16]3[C:11](=[CH:12][CH:13]=[CH:14][CH:15]=3)[CH:10]=2)N)[CH:6]=[CH:5][CH:4]=[CH:3][CH:2]=1.Cl.[Cl:20]([OH:24])(=[O:23])(=[O:22])=[O:21], predict the reaction product. The product is: [Cl:20]([O-:24])(=[O:23])(=[O:22])=[O:21].[CH3:12][C:11]1([CH3:16])[C:10]2[C:11]3[CH:12]=[CH:13][CH:14]=[CH:15][C:16]=3[CH:17]=[CH:18][C:9]=2[N+:7]([C:1]2[CH:6]=[CH:5][CH:4]=[CH:3][CH:2]=2)=[C:10]1[CH3:9]. (6) Given the reactants [NH2:1][C:2]1[CH:17]=[CH:16][CH:15]=[C:14]([F:18])[C:3]=1[C:4]([NH:6][C:7]1[CH:12]=[CH:11][CH:10]=[CH:9][C:8]=1[Cl:13])=[O:5].[Cl:19][CH2:20][C:21](Cl)=O, predict the reaction product. The product is: [Cl:19][CH2:20][C:21]1[N:6]([C:7]2[CH:12]=[CH:11][CH:10]=[CH:9][C:8]=2[Cl:13])[C:4](=[O:5])[C:3]2[C:2](=[CH:17][CH:16]=[CH:15][C:14]=2[F:18])[N:1]=1. (7) Given the reactants C([O:4][CH2:5][C@H:6]1[N:11]([CH2:12][C:13]2[CH:18]=[CH:17][CH:16]=[CH:15][CH:14]=2)[C@H:10]([CH2:19][O:20][CH2:21][C:22]2[CH:27]=[CH:26][CH:25]=[CH:24][CH:23]=2)[C@@H:9]([O:28][CH2:29][C:30]2[CH:35]=[CH:34][CH:33]=[CH:32][CH:31]=2)[C@H:8]([O:36][CH2:37][C:38]2[CH:43]=[CH:42][CH:41]=[CH:40][CH:39]=2)[C@H:7]1[NH:44][C:45](=[O:47])[CH3:46])(=O)C.[OH-].[K+], predict the reaction product. The product is: [CH2:12]([N:11]1[C@H:6]([CH2:5][OH:4])[C@H:7]([NH:44][C:45](=[O:47])[CH3:46])[C@@H:8]([O:36][CH2:37][C:38]2[CH:43]=[CH:42][CH:41]=[CH:40][CH:39]=2)[C@H:9]([O:28][CH2:29][C:30]2[CH:31]=[CH:32][CH:33]=[CH:34][CH:35]=2)[C@H:10]1[CH2:19][O:20][CH2:21][C:22]1[CH:23]=[CH:24][CH:25]=[CH:26][CH:27]=1)[C:13]1[CH:18]=[CH:17][CH:16]=[CH:15][CH:14]=1.